Dataset: Reaction yield outcomes from USPTO patents with 853,638 reactions. Task: Predict the reaction yield, written as a fraction of the theoretical maximum amount of product (1.0 means a 100% yield; for example, 0.34 means a 34% yield). (1) The reactants are [CH2:1]([N:3]1[C:9]2[CH:10]=[C:11]([NH2:14])[CH:12]=[CH:13][C:8]=2[O:7][CH2:6][CH2:5][CH2:4]1)[CH3:2].C12(CS(O)(=O)=O)C(C)(C)C(CC1)CC2=O.[CH3:30][NH:31][C:32]([C:34]1[S:35][CH:36]=[CH:37][C:38]=1[NH:39][C:40]1[C:45]([Cl:46])=[CH:44][N:43]=[C:42](Cl)[N:41]=1)=[O:33].C(=O)(O)[O-].[Na+]. The catalyst is C(O)(C)C.O. The product is [CH3:30][NH:31][C:32]([C:34]1[S:35][CH:36]=[CH:37][C:38]=1[NH:39][C:40]1[C:45]([Cl:46])=[CH:44][N:43]=[C:42]([NH:14][C:11]2[CH:12]=[CH:13][C:8]3[O:7][CH2:6][CH2:5][CH2:4][N:3]([CH2:1][CH3:2])[C:9]=3[CH:10]=2)[N:41]=1)=[O:33]. The yield is 0.490. (2) The yield is 0.500. The reactants are [Cl:1][C:2]1[N:7]=[C:6]([C:8]([O:10][CH3:11])=[O:9])[C:5]([O:12][CH3:13])=[C:4](Cl)[N:3]=1.CS(C)=O.[NH3:19]. The catalyst is C(OCC)(=O)C. The product is [NH2:19][C:4]1[N:3]=[C:2]([Cl:1])[N:7]=[C:6]([C:8]([O:10][CH3:11])=[O:9])[C:5]=1[O:12][CH3:13]. (3) The reactants are [Br:1][C:2]1[C:10]([N+:11]([O-:13])=[O:12])=[CH:9][CH:8]=[CH:7][C:3]=1[C:4]([OH:6])=[O:5].[C:14]([O-])([O-])=O.[Na+].[Na+].IC. The catalyst is CN(C=O)C.O. The product is [Br:1][C:2]1[C:10]([N+:11]([O-:13])=[O:12])=[CH:9][CH:8]=[CH:7][C:3]=1[C:4]([O:6][CH3:14])=[O:5]. The yield is 1.00. (4) The reactants are [C:1]1([O:9][CH3:10])[C:2](=[CH:5][CH:6]=[CH:7][CH:8]=1)[O:3][CH3:4].[CH:11]([CH2:13][C:14](O)=[O:15])=[CH2:12]. No catalyst specified. The product is [CH3:4][O:3][C:2]1[CH:5]=[C:6]2[C:7](=[CH:8][C:1]=1[O:9][CH3:10])[C:14](=[O:15])[CH2:13][CH:11]2[CH3:12]. The yield is 0.740. (5) The reactants are Cl[C:2]1[CH:12]=[C:11]([NH:13][C:14]2[CH:19]=[CH:18][C:17]([I:20])=[CH:16][C:15]=2[F:21])[C:5]([C:6]([O:8][CH2:9][CH3:10])=[O:7])=[CH:4][N:3]=1.S(OC)(O[CH3:26])(=O)=O.C(N(CC)CC)C.C(O)(=O)C.[OH2:40]. The catalyst is C(Cl)(Cl)Cl.CCO. The product is [F:21][C:15]1[CH:16]=[C:17]([I:20])[CH:18]=[CH:19][C:14]=1[NH:13][C:11]1[C:5]([C:6]([O:8][CH2:9][CH3:10])=[O:7])=[CH:4][N:3]([CH3:26])[C:2](=[O:40])[CH:12]=1. The yield is 0.720.